From a dataset of Catalyst prediction with 721,799 reactions and 888 catalyst types from USPTO. Predict which catalyst facilitates the given reaction. (1) Reactant: [CH2:1]([O:3][C:4](=[O:13])[CH2:5][CH2:6][CH2:7][CH2:8][CH2:9][C:10]([OH:12])=O)[CH3:2].[C:14]([O:18][C:19](=[O:28])[NH:20][C:21]1[CH:26]=[CH:25][CH:24]=[CH:23][C:22]=1[NH2:27])([CH3:17])([CH3:16])[CH3:15].CN(C(ON1N=NC2C=CC=CC1=2)=[N+](C)C)C.F[P-](F)(F)(F)(F)F.CCN(C(C)C)C(C)C. Product: [C:14]([O:18][C:19]([NH:20][C:21]1[CH:26]=[CH:25][CH:24]=[CH:23][C:22]=1[NH:27][C:10](=[O:12])[CH2:9][CH2:8][CH2:7][CH2:6][CH2:5][C:4]([O:3][CH2:1][CH3:2])=[O:13])=[O:28])([CH3:17])([CH3:15])[CH3:16]. The catalyst class is: 18. (2) Reactant: Br[C:2]1[CH:3]=[C:4]([NH:8][S:9]([C:12]2[CH:17]=[CH:16][CH:15]=[CH:14][CH:13]=2)(=[O:11])=[O:10])[CH:5]=[N:6][CH:7]=1.[B:18]1([B:18]2[O:22][C:21]([CH3:24])([CH3:23])[C:20]([CH3:26])([CH3:25])[O:19]2)[O:22][C:21]([CH3:24])([CH3:23])[C:20]([CH3:26])([CH3:25])[O:19]1.C([O-])(=O)C.[K+]. Product: [CH3:25][C:20]1([CH3:26])[C:21]([CH3:24])([CH3:23])[O:22][B:18]([C:2]2[CH:3]=[C:4]([NH:8][S:9]([C:12]3[CH:17]=[CH:16][CH:15]=[CH:14][CH:13]=3)(=[O:11])=[O:10])[CH:5]=[N:6][CH:7]=2)[O:19]1. The catalyst class is: 12. (3) Reactant: Cl.[NH2:2][CH:3]([CH2:7][CH2:8][O:9][CH2:10][C:11]1[CH:16]=[CH:15][CH:14]=[CH:13][CH:12]=1)[C:4]([OH:6])=[O:5].C(=O)([O-])[O-].[Na+].[Na+].[Br:23][C:24]1[CH:32]=[CH:31][C:27]([C:28](Cl)=[O:29])=[C:26]([F:33])[CH:25]=1.CC(C)=O. Product: [CH2:10]([O:9][CH2:8][CH2:7][CH:3]([NH:2][C:28](=[O:29])[C:27]1[CH:31]=[CH:32][C:24]([Br:23])=[CH:25][C:26]=1[F:33])[C:4]([OH:6])=[O:5])[C:11]1[CH:12]=[CH:13][CH:14]=[CH:15][CH:16]=1. The catalyst class is: 95. (4) Reactant: Br[CH2:2][C:3]1[C:4]([CH3:15])=[N:5][O:6][C:7]=1[C:8]1[CH:13]=[CH:12][C:11]([Br:14])=[CH:10][CH:9]=1.[N-:16]=[N+:17]=[N-:18].[Na+]. Product: [N:16]([CH2:2][C:3]1[C:4]([CH3:15])=[N:5][O:6][C:7]=1[C:8]1[CH:13]=[CH:12][C:11]([Br:14])=[CH:10][CH:9]=1)=[N+:17]=[N-:18]. The catalyst class is: 3. (5) Reactant: [CH2:1]([N:3]1[N:7]=[C:6]([CH:8]2[CH2:13][CH2:12][N:11]([C:14]3[CH:19]=[CH:18][C:17]([N+:20]([O-])=O)=[CH:16][CH:15]=3)[CH2:10][CH2:9]2)[O:5][C:4]1=[O:23])[CH3:2].O.O.Cl[Sn]Cl. Product: [NH2:20][C:17]1[CH:16]=[CH:15][C:14]([N:11]2[CH2:10][CH2:9][CH:8]([C:6]3[O:5][C:4](=[O:23])[N:3]([CH2:1][CH3:2])[N:7]=3)[CH2:13][CH2:12]2)=[CH:19][CH:18]=1. The catalyst class is: 5.